Dataset: Full USPTO retrosynthesis dataset with 1.9M reactions from patents (1976-2016). Task: Predict the reactants needed to synthesize the given product. The reactants are: [Cl:1][C:2]1[CH:3]=[C:4]2[C:9](=[CH:10][C:11]=1[O:12][C:13]1[CH:18]=[CH:17][C:16]([C:19](=[O:33])[NH:20][CH:21]3[CH2:26][CH2:25][CH:24]([C:27]4[CH:32]=[CH:31][CH:30]=[CH:29][CH:28]=4)[CH2:23][CH2:22]3)=[CH:15][CH:14]=1)[O:8][CH2:7][CH2:6][CH:5]2[C:34]([OH:36])=[O:35].[OH-].[Na+].[CH2:39]1COC[CH2:40]1.CO. Given the product [Cl:1][C:2]1[CH:3]=[C:4]2[C:9](=[CH:10][C:11]=1[O:12][C:13]1[CH:14]=[CH:15][C:16]([C:19](=[O:33])[NH:20][CH:21]3[CH2:22][CH2:23][CH:24]([C:27]4[CH:28]=[CH:29][CH:30]=[CH:31][CH:32]=4)[CH2:25][CH2:26]3)=[CH:17][CH:18]=1)[O:8][CH2:7][CH2:6][CH:5]2[C:34]([O:36][CH2:39][CH3:40])=[O:35], predict the reactants needed to synthesize it.